Dataset: Catalyst prediction with 721,799 reactions and 888 catalyst types from USPTO. Task: Predict which catalyst facilitates the given reaction. Reactant: [Br:1][C:2]1[CH:3]=[CH:4][C:5]2[N:9]=[C:8]([C:10]3[CH:15]=[C:14]([C:16]([F:19])([F:18])[F:17])[CH:13]=[CH:12][N:11]=3)[NH:7][C:6]=2[CH:20]=1.[H-].[Na+].Cl[CH2:24][O:25][CH2:26][CH2:27][Si:28]([CH3:31])([CH3:30])[CH3:29].O. Product: [Br:1][C:2]1[CH:3]=[CH:4][C:5]2[N:9]=[C:8]([C:10]3[CH:15]=[C:14]([C:16]([F:19])([F:17])[F:18])[CH:13]=[CH:12][N:11]=3)[N:7]([CH2:24][O:25][CH2:26][CH2:27][Si:28]([CH3:31])([CH3:30])[CH3:29])[C:6]=2[CH:20]=1. The catalyst class is: 1.